This data is from Forward reaction prediction with 1.9M reactions from USPTO patents (1976-2016). The task is: Predict the product of the given reaction. Given the reactants [F:1][C:2]([F:25])([F:24])[C:3]1[CH:4]=[C:5]([NH:13][C:14](=[O:23])[C:15]2[CH:20]=[C:19](I)[CH:18]=[CH:17][C:16]=2[OH:22])[CH:6]=[C:7]([C:9]([F:12])([F:11])[F:10])[CH:8]=1.[S:26]1[CH:30]=[CH:29][CH:28]=[C:27]1B(O)O, predict the reaction product. The product is: [F:1][C:2]([F:25])([F:24])[C:3]1[CH:4]=[C:5]([NH:13][C:14](=[O:23])[C:15]2[CH:20]=[C:19]([C:27]3[S:26][CH:30]=[CH:29][CH:28]=3)[CH:18]=[CH:17][C:16]=2[OH:22])[CH:6]=[C:7]([C:9]([F:12])([F:11])[F:10])[CH:8]=1.